Dataset: Full USPTO retrosynthesis dataset with 1.9M reactions from patents (1976-2016). Task: Predict the reactants needed to synthesize the given product. (1) The reactants are: Cl[C:2]1[N:7]=[CH:6][C:5]([N+:8]([O-:10])=[O:9])=[CH:4][N:3]=1.[OH:11][CH:12]1[CH2:16][CH2:15][NH:14][CH2:13]1.C(N(CC)CC)C. Given the product [N+:8]([C:5]1[CH:4]=[N:3][C:2]([N:14]2[CH2:15][CH2:16][CH:12]([OH:11])[CH2:13]2)=[N:7][CH:6]=1)([O-:10])=[O:9], predict the reactants needed to synthesize it. (2) Given the product [Br:29][C:30]1[C:31]([F:40])=[C:32]2[C:38]([NH:39][C:4](=[O:6])[CH2:3][O:2][CH3:1])=[CH:37][NH:36][C:33]2=[N:34][CH:35]=1, predict the reactants needed to synthesize it. The reactants are: [CH3:1][O:2][CH2:3][C:4]([OH:6])=O.O=C1N(P(Cl)(N2CCOC2=O)=O)CCO1.C(N(CC)CC)C.[Br:29][C:30]1[C:31]([F:40])=[C:32]2[C:38]([NH2:39])=[CH:37][NH:36][C:33]2=[N:34][CH:35]=1.[Li+].[OH-].C([O-])([O-])=O.[Na+].[Na+]. (3) Given the product [CH3:1][O:2][C:3]1[CH:8]=[C:7]([CH3:9])[C:6]([S:10]([N:13]([CH2:15][C:16]2[O:20][CH:19]=[C:18]([C:21]([N:38]([CH3:37])[CH2:39][C:40]3[CH:41]=[CH:42][C:43]([CH2:46][N:47]4[CH2:51][CH2:50][CH2:49][CH2:48]4)=[CH:44][CH:45]=3)=[O:23])[CH:17]=2)[CH3:14])(=[O:12])=[O:11])=[C:5]([CH3:24])[CH:4]=1, predict the reactants needed to synthesize it. The reactants are: [CH3:1][O:2][C:3]1[CH:8]=[C:7]([CH3:9])[C:6]([S:10]([N:13]([CH2:15][C:16]2[O:20][CH:19]=[C:18]([C:21]([OH:23])=O)[CH:17]=2)[CH3:14])(=[O:12])=[O:11])=[C:5]([CH3:24])[CH:4]=1.C1N=CN(C(N2C=NC=C2)=O)C=1.[CH3:37][NH:38][CH2:39][C:40]1[CH:45]=[CH:44][C:43]([CH2:46][N:47]2[CH2:51][CH2:50][CH2:49][CH2:48]2)=[CH:42][CH:41]=1.CCN(C(C)C)C(C)C. (4) Given the product [CH3:30][C:3]1[C:4]2[N:8]=[CH:7][N:6]([C:9]([C:16]3[CH:17]=[CH:18][CH:19]=[CH:20][CH:21]=3)([C:22]3[CH:27]=[CH:26][CH:25]=[CH:24][CH:23]=3)[C:10]3[CH:11]=[CH:12][CH:13]=[CH:14][CH:15]=3)[C:5]=2[CH:28]=[CH:29][C:2]=1[C:35]1[CH:36]=[CH:37][C:32]([OH:31])=[CH:33][CH:34]=1, predict the reactants needed to synthesize it. The reactants are: Br[C:2]1[CH:29]=[CH:28][C:5]2[N:6]([C:9]([C:22]3[CH:27]=[CH:26][CH:25]=[CH:24][CH:23]=3)([C:16]3[CH:21]=[CH:20][CH:19]=[CH:18][CH:17]=3)[C:10]3[CH:15]=[CH:14][CH:13]=[CH:12][CH:11]=3)[CH:7]=[N:8][C:4]=2[C:3]=1[CH3:30].[OH:31][C:32]1[CH:37]=[CH:36][C:35](B(O)O)=[CH:34][CH:33]=1. (5) Given the product [OH:17][CH2:16][CH2:15][S:14][C:2]1[CH:10]=[CH:9][C:5]([C:6]([OH:8])=[O:7])=[CH:4][C:3]=1[N+:11]([O-:13])=[O:12], predict the reactants needed to synthesize it. The reactants are: F[C:2]1[CH:10]=[CH:9][C:5]([C:6]([OH:8])=[O:7])=[CH:4][C:3]=1[N+:11]([O-:13])=[O:12].[SH:14][CH2:15][CH2:16][OH:17].C(=O)([O-])[O-].[K+].[K+]. (6) Given the product [CH3:14][N:11]1[CH2:12][CH2:13][CH:8]([C:5]2[CH:6]=[CH:7][C:2]([B:18]3[O:19][C:20]([CH3:22])([CH3:21])[C:16]([CH3:32])([CH3:15])[O:17]3)=[CH:3][CH:4]=2)[CH2:9][CH2:10]1, predict the reactants needed to synthesize it. The reactants are: Br[C:2]1[CH:7]=[CH:6][C:5]([CH:8]2[CH2:13][CH2:12][N:11]([CH3:14])[CH2:10][CH2:9]2)=[CH:4][CH:3]=1.[CH3:15][C:16]1([CH3:32])[C:20]([CH3:22])([CH3:21])[O:19][B:18]([B:18]2[O:19][C:20]([CH3:22])([CH3:21])[C:16]([CH3:32])([CH3:15])[O:17]2)[O:17]1.ClCCl.C([O-])(=O)C.[K+]. (7) Given the product [NH2:1][C:2]1[N:10]=[CH:9][N:8]=[C:7]2[C:3]=1[N:4]([C:17]1[CH:18]=[CH:19][C:20]([O:23][C:24]3[CH:25]=[CH:26][CH:27]=[CH:28][CH:29]=3)=[CH:21][CH:22]=1)[C:5](=[O:16])[N:6]2[C@@H:11]1[CH2:15][CH2:14][N:13]([C:39](=[O:40])/[CH:38]=[CH:37]/[CH2:36][N:35]([CH:31]2[CH2:34][CH2:33][CH2:32]2)[CH3:42])[CH2:12]1, predict the reactants needed to synthesize it. The reactants are: [NH2:1][C:2]1[N:10]=[CH:9][N:8]=[C:7]2[C:3]=1[N:4]([C:17]1[CH:22]=[CH:21][C:20]([O:23][C:24]3[CH:29]=[CH:28][CH:27]=[CH:26][CH:25]=3)=[CH:19][CH:18]=1)[C:5](=[O:16])[N:6]2[C@@H:11]1[CH2:15][CH2:14][NH:13][CH2:12]1.Cl.[CH:31]1([N:35]([CH3:42])[CH2:36]/[CH:37]=[CH:38]/[C:39](O)=[O:40])[CH2:34][CH2:33][CH2:32]1.CCN(C(C)C)C(C)C.CN(C(ON1N=NC2C=CC=CC1=2)=[N+](C)C)C.F[P-](F)(F)(F)(F)F. (8) The reactants are: Br[C:2]1[C:3]([Cl:26])=[C:4]2[C:9](=[C:10]([O:12][CH2:13][O:14][CH2:15][CH2:16][O:17][CH3:18])[CH:11]=1)[N:8]=[CH:7][N:6]([CH2:19][O:20][CH2:21][CH2:22][O:23][CH3:24])[C:5]2=[O:25].CC1(C)C(C)(C)OB([C:35]2[CH:40]=[CH:39][CH:38]=[CH:37][C:36]=2[CH2:41][S:42][CH3:43])O1.C(=O)([O-])[O-].[K+].[K+].CO.ClCCl. Given the product [Cl:26][C:3]1[C:2]([C:35]2[CH:40]=[CH:39][CH:38]=[CH:37][C:36]=2[CH2:41][S:42][CH3:43])=[CH:11][C:10]([O:12][CH2:13][O:14][CH2:15][CH2:16][O:17][CH3:18])=[C:9]2[C:4]=1[C:5](=[O:25])[N:6]([CH2:19][O:20][CH2:21][CH2:22][O:23][CH3:24])[CH:7]=[N:8]2, predict the reactants needed to synthesize it. (9) Given the product [CH2:49]([O:48][C:46]([NH:30][S:27]([C:19]1[S:20][C:21]([CH2:23][CH:24]([CH3:25])[CH3:26])=[CH:22][C:18]=1[C:14]1[CH:15]=[CH:16][CH:17]=[C:12]([CH2:11][N:7]2[CH:8]=[CH:9][N:10]=[C:6]2[C:3]2[CH:4]=[CH:5][S:1][CH:2]=2)[CH:13]=1)(=[O:29])=[O:28])=[O:47])[CH2:50][CH2:51][CH3:52], predict the reactants needed to synthesize it. The reactants are: [S:1]1[CH:5]=[CH:4][C:3]([C:6]2[N:7]([CH2:11][C:12]3[CH:13]=[C:14]([C:18]4[CH:22]=[C:21]([CH2:23][CH:24]([CH3:26])[CH3:25])[S:20][C:19]=4[S:27]([NH:30]C(C)(C)C)(=[O:29])=[O:28])[CH:15]=[CH:16][CH:17]=3)[CH:8]=[CH:9][N:10]=2)=[CH:2]1.B(Cl)(Cl)Cl.C([O-])([O-])=O.[Na+].[Na+].Cl[C:46]([O:48][CH2:49][CH2:50][CH2:51][CH3:52])=[O:47].